From a dataset of Cav3 T-type calcium channel HTS with 100,875 compounds. Binary Classification. Given a drug SMILES string, predict its activity (active/inactive) in a high-throughput screening assay against a specified biological target. (1) The drug is Brc1oc(C(=O)Nc2ccc(cc2)C(/N)=N/O)cc1. The result is 0 (inactive). (2) The molecule is O(C1CCN(CC1)C)C(=O)C1c2c(Oc3c1cccc3)cccc2. The result is 0 (inactive).